Dataset: Reaction yield outcomes from USPTO patents with 853,638 reactions. Task: Predict the reaction yield, written as a fraction of the theoretical maximum amount of product (1.0 means a 100% yield; for example, 0.34 means a 34% yield). The reactants are [CH:1]1([C:4]2[C:5]([NH:24][S:25]([CH3:28])(=[O:27])=[O:26])=[CH:6][C:7]3[O:11][C:10]([C:12]4[CH:17]=[CH:16][C:15]([F:18])=[CH:14][CH:13]=4)=[C:9]([C:19]([NH:21][CH3:22])=[O:20])[C:8]=3[CH:23]=2)[CH2:3][CH2:2]1.F[C:30]1[CH:35]=[CH:34][C:33]([N+:36]([O-:38])=[O:37])=[CH:32][C:31]=1[F:39].C(=O)([O-])[O-].[K+].[K+]. The catalyst is COCCOC.O. The product is [CH:1]1([C:4]2[C:5]([N:24]([C:30]3[CH:35]=[CH:34][C:33]([N+:36]([O-:38])=[O:37])=[CH:32][C:31]=3[F:39])[S:25]([CH3:28])(=[O:27])=[O:26])=[CH:6][C:7]3[O:11][C:10]([C:12]4[CH:17]=[CH:16][C:15]([F:18])=[CH:14][CH:13]=4)=[C:9]([C:19]([NH:21][CH3:22])=[O:20])[C:8]=3[CH:23]=2)[CH2:3][CH2:2]1. The yield is 0.770.